From a dataset of Full USPTO retrosynthesis dataset with 1.9M reactions from patents (1976-2016). Predict the reactants needed to synthesize the given product. (1) Given the product [CH2:1]([C:8]1[O:9][C:10]2[CH:30]=[CH:29][CH:28]=[CH:27][C:11]=2[C:12]=1[C:13]1[CH:18]=[CH:17][C:16]([C:19]2[CH:24]=[CH:23][C:22]([CH2:25][Br:31])=[CH:21][CH:20]=2)=[CH:15][CH:14]=1)[C:2]1[CH:7]=[CH:6][CH:5]=[CH:4][CH:3]=1, predict the reactants needed to synthesize it. The reactants are: [CH2:1]([C:8]1[O:9][C:10]2[CH:30]=[CH:29][CH:28]=[CH:27][C:11]=2[C:12]=1[C:13]1[CH:18]=[CH:17][C:16]([C:19]2[CH:24]=[CH:23][C:22]([CH2:25]O)=[CH:21][CH:20]=2)=[CH:15][CH:14]=1)[C:2]1[CH:7]=[CH:6][CH:5]=[CH:4][CH:3]=1.[Br:31]P(Br)(C1C=CC=CC=1)(C1C=CC=CC=1)C1C=CC=CC=1.O. (2) Given the product [C:7]1([C:2]2[CH:7]=[CH:6][C:5]([C:8]3[CH:9]=[CH:10][C:11]4[N:12]([C:21]5[CH:26]=[CH:25][CH:24]=[CH:23][CH:22]=5)[C:13]5[C:18]([C:19]=4[CH:20]=3)=[CH:17][CH:16]=[CH:15][CH:14]=5)=[CH:4][CH:3]=2)[C:31]2[C:32](=[CH:6][CH:5]=[CH:8][CH:20]=2)[CH:4]=[CH:3][CH:2]=1, predict the reactants needed to synthesize it. The reactants are: Br[C:2]1[CH:7]=[CH:6][C:5]([C:8]2[CH:9]=[CH:10][C:11]3[N:12]([C:21]4[CH:26]=[CH:25][CH:24]=[CH:23][CH:22]=4)[C:13]4[C:18]([C:19]=3[CH:20]=2)=[CH:17][CH:16]=[CH:15][CH:14]=4)=[CH:4][CH:3]=1.C(O[CH2:31][CH3:32])(=O)C. (3) Given the product [Br:26][C:5]1[C:6]([N:11]2[CH2:12][CH2:13][CH:55]([O:48][C:49]3[CH:54]=[CH:53][CH:52]=[CH:51][CH:50]=3)[CH2:15][CH2:16]2)=[C:7]([N+:8]([O-:10])=[O:9])[C:2]([NH2:1])=[N:3][CH:4]=1, predict the reactants needed to synthesize it. The reactants are: [NH2:1][C:2]1[C:7]([N+:8]([O-:10])=[O:9])=[C:6]([N:11]2[CH2:16][CH2:15]N(CC(NC3SC=CN=3)=O)[CH2:13][CH2:12]2)[C:5]([Br:26])=[CH:4][N:3]=1.BrC1C(Cl)=C([N+]([O-])=O)C(N)=NC=1.CCN(C(C)C)C(C)C.[O:48]([CH:55]1CCNCC1)[C:49]1[CH:54]=[CH:53][CH:52]=[CH:51][CH:50]=1. (4) The reactants are: [N:1]([CH2:4][CH2:5][CH2:6][CH2:7][CH2:8][CH2:9][CH2:10][CH2:11][CH2:12][CH2:13][N:14]1C(=O)C2C(=CC=CC=2)C1=O)=[N+:2]=[N-:3].O.NN. Given the product [N:1]([CH2:4][CH2:5][CH2:6][CH2:7][CH2:8][CH2:9][CH2:10][CH2:11][CH2:12][CH2:13][NH2:14])=[N+:2]=[N-:3], predict the reactants needed to synthesize it. (5) Given the product [NH2:1][C:2]1[C:7]([F:8])=[CH:6][N:5]([S:17]([C:14]2[CH:15]=[CH:16][C:11]([Cl:10])=[CH:12][CH:13]=2)(=[O:19])=[O:18])[C:4](=[O:9])[N:3]=1, predict the reactants needed to synthesize it. The reactants are: [NH2:1][C:2]1[C:7]([F:8])=[CH:6][N:5]=[C:4]([OH:9])[N:3]=1.[Cl:10][C:11]1[CH:16]=[CH:15][C:14]([S:17](Cl)(=[O:19])=[O:18])=[CH:13][CH:12]=1. (6) Given the product [CH3:19][O:20][C:21]1[N:26]=[C:25]([CH2:27][CH2:28][N:34]2[C:30](=[O:40])[C:31]3[C:32](=[CH:36][CH:37]=[CH:38][CH:39]=3)[C:33]2=[O:35])[CH:24]=[CH:23][CH:22]=1, predict the reactants needed to synthesize it. The reactants are: C1CCN(C(N=NC(N2CCCCC2)=O)=O)CC1.[CH3:19][O:20][C:21]1[N:26]=[C:25]([CH2:27][CH2:28]O)[CH:24]=[CH:23][CH:22]=1.[C:30]1(=[O:40])[NH:34][C:33](=[O:35])[C:32]2=[CH:36][CH:37]=[CH:38][CH:39]=[C:31]12.C(P(CCCC)CCCC)CCC. (7) Given the product [C@@H:2]1([NH:1][C:16](=[O:17])[O:15][C:11]([CH3:14])([CH3:13])[CH3:12])[C:10]2[C:5](=[CH:6][CH:7]=[CH:8][CH:9]=2)[CH2:4][CH2:3]1, predict the reactants needed to synthesize it. The reactants are: [NH2:1][C@@H:2]1[C:10]2[C:5](=[CH:6][CH:7]=[CH:8][CH:9]=2)[CH2:4][CH2:3]1.[C:11]([O:15][C:16](O[C:16]([O:15][C:11]([CH3:14])([CH3:13])[CH3:12])=[O:17])=[O:17])([CH3:14])([CH3:13])[CH3:12]. (8) Given the product [C:23]([O:1][CH2:2][C:3]1[CH:21]=[C:20]([CH3:22])[CH:19]=[C:18]2[C:4]=1[N:5]=[CH:6][C:7]([C:8]([O:10][CH2:11][CH3:12])=[O:9])=[C:13]2[OH:15])(=[O:25])[CH3:24], predict the reactants needed to synthesize it. The reactants are: [OH:1][CH2:2][C:3]1[CH:21]=[C:20]([CH3:22])[CH:19]=[CH:18][C:4]=1[NH:5][CH:6]=[C:7]([C:13]([O:15]CC)=O)[C:8]([O:10][CH2:11][CH3:12])=[O:9].[C:23](OC(=O)C)(=[O:25])[CH3:24]. (9) Given the product [ClH:1].[C:2]1([CH2:12][CH2:13][C:14]2[N:15]=[C:16]([CH:19]3[CH2:24][CH2:23][NH:22][CH2:21][CH2:20]3)[S:17][CH:18]=2)[C:11]2[C:6](=[CH:7][CH:8]=[CH:9][CH:10]=2)[CH:5]=[CH:4][CH:3]=1, predict the reactants needed to synthesize it. The reactants are: [ClH:1].[C:2]1([CH2:12][CH2:13][C:14]2[N:15]=[C:16]([CH:19]3[CH2:24][CH2:23][N:22](C(OC(C)(C)C)=O)[CH2:21][CH2:20]3)[S:17][CH:18]=2)[C:11]2[C:6](=[CH:7][CH:8]=[CH:9][CH:10]=2)[CH:5]=[CH:4][CH:3]=1. (10) Given the product [C:29]([CH:9]1[CH2:10][N:11]([C:14]([O:16][C:17]([CH3:20])([CH3:19])[CH3:18])=[O:15])[CH2:12][CH2:13][N:8]1[C:6]([O:5][C:1]([CH3:2])([CH3:3])[CH3:4])=[O:7])(=[O:33])[NH2:26], predict the reactants needed to synthesize it. The reactants are: [C:1]([O:5][C:6]([N:8]1[CH2:13][CH2:12][N:11]([C:14]([O:16][C:17]([CH3:20])([CH3:19])[CH3:18])=[O:15])[CH2:10][CH:9]1C(O)=O)=[O:7])([CH3:4])([CH3:3])[CH3:2].CC[N:26]([CH2:29]C)CC.ClC(OCC)=[O:33].[NH4+].[OH-].